Dataset: Catalyst prediction with 721,799 reactions and 888 catalyst types from USPTO. Task: Predict which catalyst facilitates the given reaction. Reactant: [NH2:1][C:2]1[N:7]=[CH:6][C:5](B(O)O)=[CH:4][C:3]=1[C:11]([F:14])([F:13])[F:12].Br[C:16]1[CH:25]=[CH:24][C:23]2[N:22]=[CH:21][C:20]3[N:26]([CH3:40])[C:27](=[N:37][C:38]#[N:39])[N:28]([C:29]4[CH:30]=[N:31][C:32]([O:35][CH3:36])=[CH:33][CH:34]=4)[C:19]=3[C:18]=2[CH:17]=1.C([O-])([O-])=O.[Na+].[Na+]. Product: [NH2:1][C:2]1[N:7]=[CH:6][C:5]([C:16]2[CH:25]=[CH:24][C:23]3[N:22]=[CH:21][C:20]4[N:26]([CH3:40])[C:27](=[N:37][C:38]#[N:39])[N:28]([C:29]5[CH:30]=[N:31][C:32]([O:35][CH3:36])=[CH:33][CH:34]=5)[C:19]=4[C:18]=3[CH:17]=2)=[CH:4][C:3]=1[C:11]([F:14])([F:13])[F:12]. The catalyst class is: 3.